This data is from Reaction yield outcomes from USPTO patents with 853,638 reactions. The task is: Predict the reaction yield, written as a fraction of the theoretical maximum amount of product (1.0 means a 100% yield; for example, 0.34 means a 34% yield). The reactants are [H-].[Na+].[C:3]1(/[CH:9]=[CH:10]/[C:11]([NH:13][C:14]2[CH:19]=[CH:18][C:17]([O:20][C:21](=[O:30])/[CH:22]=[CH:23]/[C:24]3[CH:29]=[CH:28][CH:27]=[CH:26][CH:25]=3)=[CH:16][CH:15]=2)=[O:12])[CH:8]=[CH:7][CH:6]=[CH:5][CH:4]=1.Br[CH2:32][C:33]([O:35][CH3:36])=[O:34]. The catalyst is C1COCC1.C(OCC)(=O)C. The product is [CH3:36][O:35][C:33]([CH2:32][N:13]([C:11](=[O:12])/[CH:10]=[CH:9]/[C:3]1[CH:4]=[CH:5][CH:6]=[CH:7][CH:8]=1)[C:14]1[CH:19]=[CH:18][C:17]([O:20][C:21](=[O:30])/[CH:22]=[CH:23]/[C:24]2[CH:25]=[CH:26][CH:27]=[CH:28][CH:29]=2)=[CH:16][CH:15]=1)=[O:34]. The yield is 0.610.